Dataset: CYP2D6 inhibition data for predicting drug metabolism from PubChem BioAssay. Task: Regression/Classification. Given a drug SMILES string, predict its absorption, distribution, metabolism, or excretion properties. Task type varies by dataset: regression for continuous measurements (e.g., permeability, clearance, half-life) or binary classification for categorical outcomes (e.g., BBB penetration, CYP inhibition). Dataset: cyp2d6_veith. (1) The drug is N#C/C(=C/c1ccc(N2CCCC2)c([N+](=O)[O-])c1)c1nc2ccccc2[nH]1. The result is 1 (inhibitor). (2) The compound is CCc1cccc2c(C=C(C#N)C#N)cn(CC(=O)N3CCCCC3)c12. The result is 0 (non-inhibitor). (3) The drug is COc1ccccc1-c1nnc(NC(C)=O)s1. The result is 0 (non-inhibitor). (4) The compound is O=C(CN1C(=O)c2ccccc2C1=O)NCC(=O)OCC(=O)c1ccc(Br)cc1. The result is 0 (non-inhibitor).